This data is from Forward reaction prediction with 1.9M reactions from USPTO patents (1976-2016). The task is: Predict the product of the given reaction. Given the reactants CC1C2C(=CC=CC=2)C(N)=CC=1.[CH2:13]([C:15]1[CH:24]=[CH:23][C:22]([N+:25]([O-])=O)=[C:21]2[C:16]=1[CH2:17][CH2:18][CH2:19][CH2:20]2)[CH3:14], predict the reaction product. The product is: [CH2:13]([C:15]1[C:16]2[CH2:17][CH2:18][CH2:19][CH2:20][C:21]=2[C:22]([NH2:25])=[CH:23][CH:24]=1)[CH3:14].